This data is from Human liver microsome stability data. The task is: Regression/Classification. Given a drug SMILES string, predict its absorption, distribution, metabolism, or excretion properties. Task type varies by dataset: regression for continuous measurements (e.g., permeability, clearance, half-life) or binary classification for categorical outcomes (e.g., BBB penetration, CYP inhibition). Dataset: hlm. (1) The compound is Oc1ccc(O)c(-c2cn3ccsc3n2)c1. The result is 1 (stable in human liver microsomes). (2) The compound is Cc1cnc(NC(=O)NCCOc2ccc(Cl)c(C)c2)s1. The result is 1 (stable in human liver microsomes). (3) The compound is CCc1nc2cc(Cl)ccn2c1C(=O)NCc1ccc2oc(C3CCCCC3)nc2c1. The result is 1 (stable in human liver microsomes). (4) The drug is O=C(c1ccc2[nH]cnc2c1)N1CC(=O)N(Cc2ccccc2)[C@@H](Cc2ccccc2)C1. The result is 0 (unstable in human liver microsomes). (5) The compound is Cc1ccc(NC(=O)c2ccc(S(N)(=O)=O)cc2)cc1Nc1nccc(-c2cccnc2)n1. The result is 0 (unstable in human liver microsomes). (6) The compound is Fc1ccc(C(c2nnnn2Cc2ccccc2)N2CCCN(C3CCC3)CC2)cc1. The result is 1 (stable in human liver microsomes). (7) The compound is CCP(=O)(OC)c1ccc2oc(-c3cccc(C(F)(F)F)c3)nc2c1. The result is 0 (unstable in human liver microsomes). (8) The compound is O[C@@H](CN1c2cccc(-c3cccc(OC(F)(F)F)c3)c2CC[C@@H]1c1cccc(OC(F)(F)F)c1)C(F)(F)F. The result is 0 (unstable in human liver microsomes).